Predict the product of the given reaction. From a dataset of Forward reaction prediction with 1.9M reactions from USPTO patents (1976-2016). (1) Given the reactants [F:1][C:2]([F:16])([F:15])[C:3](=O)[CH2:4][S:5]([C:7]1[CH:12]=[CH:11][C:10]([CH3:13])=[CH:9][CH:8]=1)=[O:6].C[Si](C)(C)[N:19]=P(C1C=CC=CC=1)(C1C=CC=CC=1)C1C=CC=CC=1, predict the reaction product. The product is: [C:10]1([CH3:13])[CH:11]=[CH:12][C:7]([S:5](/[CH:4]=[C:3](\[NH2:19])/[C:2]([F:16])([F:15])[F:1])=[O:6])=[CH:8][CH:9]=1. (2) Given the reactants [CH2:1]([N:8]([CH3:24])[C:9]([C@@H:11]1[CH2:15][C@@H:14]([OH:16])[CH2:13][N:12]1C(OC(C)(C)C)=O)=[O:10])[CH2:2][CH2:3][CH2:4][CH2:5][CH:6]=[CH2:7].C(N(C)C([C@@H]1C[C@@H](O)CN1)=O)CCCC=C, predict the reaction product. The product is: [CH2:1]([N:8]([CH3:24])[C:9]([C@@H:11]1[CH2:15][C@@H:14]([OH:16])[CH2:13][NH:12]1)=[O:10])[CH2:2][CH2:3][CH2:4][CH2:5][CH:6]=[CH2:7]. (3) Given the reactants S(=O)(=O)(O)O.[N+:6]([O-:9])(O)=[O:7].[Br:10][C:11]1[CH:20]=[C:19]2[C:14]([C:15](=[O:21])[NH:16][CH:17]=[N:18]2)=[CH:13][CH:12]=1, predict the reaction product. The product is: [Br:10][C:11]1[CH:20]=[C:19]2[C:14]([C:15](=[O:21])[NH:16][CH:17]=[N:18]2)=[CH:13][C:12]=1[N+:6]([O-:9])=[O:7]. (4) Given the reactants [NH2:1][C:2]1[S:3][C:4]([C:10]2[C:15]([F:16])=[CH:14][C:13]([C:17]([OH:20])([CH3:19])[CH3:18])=[CH:12][C:11]=2[F:21])=[CH:5][C:6]=1[C:7]([NH2:9])=[O:8].Cl[C:23]1[CH:28]=[CH:27][N:26]=[C:25]([CH2:29][N:30]2[CH2:34][CH2:33][O:32][C:31]2=[O:35])[N:24]=1.BrC1C=CN=C(CN2CCOC2=O)N=1, predict the reaction product. The product is: [F:16][C:15]1[CH:14]=[C:13]([C:17]([OH:20])([CH3:18])[CH3:19])[CH:12]=[C:11]([F:21])[C:10]=1[C:4]1[S:3][C:2]([NH:1][C:27]2[CH:28]=[CH:23][N:24]=[C:25]([CH2:29][N:30]3[CH2:34][CH2:33][O:32][C:31]3=[O:35])[N:26]=2)=[C:6]([C:7]([NH2:9])=[O:8])[CH:5]=1. (5) Given the reactants [CH2:1]([N:8]1[C:13](=[O:14])[C:12]2[C:15](I)=[C:16]([C:26]3[CH:31]=[CH:30][C:29]([O:32][CH:33]([F:35])[F:34])=[C:28]([O:36][CH2:37][CH:38]4[CH2:40][CH2:39]4)[CH:27]=3)[N:17]([CH2:18][O:19][CH2:20][CH2:21][Si:22]([CH3:25])([CH3:24])[CH3:23])[C:11]=2[CH:10]=[N:9]1)[C:2]1[CH:7]=[CH:6][CH:5]=[CH:4][CH:3]=1.BrC1N(COCC[Si](C)(C)C)C2C=NNC(=O)C=2C=1.[C:61]1(B(O)O)[CH:66]=[CH:65][CH:64]=[CH:63][CH:62]=1.C1(P(C2CCCCC2)C2C=CC=CC=2C2C(OC)=CC=CC=2OC)CCCCC1, predict the reaction product. The product is: [CH2:1]([N:8]1[C:13](=[O:14])[C:12]2[C:15]([C:61]3[CH:66]=[CH:65][CH:64]=[CH:63][CH:62]=3)=[C:16]([C:26]3[CH:31]=[CH:30][C:29]([O:32][CH:33]([F:35])[F:34])=[C:28]([O:36][CH2:37][CH:38]4[CH2:40][CH2:39]4)[CH:27]=3)[N:17]([CH2:18][O:19][CH2:20][CH2:21][Si:22]([CH3:25])([CH3:24])[CH3:23])[C:11]=2[CH:10]=[N:9]1)[C:2]1[CH:7]=[CH:6][CH:5]=[CH:4][CH:3]=1. (6) The product is: [OH:22][B:19]1[C:18]2[CH:23]=[C:14]([NH:13][S:12]([C:9]3[O:8][C:7]([CH2:5][OH:4])=[CH:11][CH:10]=3)(=[O:25])=[O:24])[CH:15]=[CH:16][C:17]=2[CH2:21][O:20]1. Given the reactants [BH4-].[Li+].C[O:4][C:5]([C:7]1[O:8][C:9]([S:12](=[O:25])(=[O:24])[NH:13][C:14]2[CH:15]=[CH:16][C:17]3[CH2:21][O:20][B:19]([OH:22])[C:18]=3[CH:23]=2)=[CH:10][CH:11]=1)=O.Cl, predict the reaction product.